From a dataset of Reaction yield outcomes from USPTO patents with 853,638 reactions. Predict the reaction yield, written as a fraction of the theoretical maximum amount of product (1.0 means a 100% yield; for example, 0.34 means a 34% yield). (1) The yield is 0.990. The reactants are [CH3:1][C:2]1[CH:11]=[CH:10][C:9]2[CH2:8][CH2:7][CH2:6][CH:5]([NH:12]C(=O)C)[C:4]=2[N:3]=1.[OH-].[Na+]. The catalyst is Cl. The product is [CH3:1][C:2]1[CH:11]=[CH:10][C:9]2[CH2:8][CH2:7][CH2:6][CH:5]([NH2:12])[C:4]=2[N:3]=1. (2) The reactants are [CH:1]([CH:3]1[CH2:8][CH2:7][CH2:6][CH2:5][CH2:4]1)=[CH2:2].C([O-])([O-])=O.[Cs+].[Cs+].[CH3:15][Si:16]([CH3:43])([CH3:42])[CH2:17][CH2:18][S:19]([N:22]1[CH2:27][CH2:26][CH2:25][CH:24]([CH:28]([O:36][CH2:37][CH2:38][CH2:39][O:40][CH3:41])[C:29]2[CH:34]=[CH:33][CH:32]=[CH:31][C:30]=2Br)[CH2:23]1)(=[O:21])=[O:20]. The catalyst is C1C=CC(P(C2C=CC=CC=2)[C-]2C=CC=C2)=CC=1.C1C=CC(P(C2C=CC=CC=2)[C-]2C=CC=C2)=CC=1.Cl[Pd]Cl.[Fe+2].O1CCOCC1. The product is [CH3:15][Si:16]([CH3:43])([CH3:42])[CH2:17][CH2:18][S:19]([N:22]1[CH2:27][CH2:26][CH2:25][CH:24]([CH:28]([O:36][CH2:37][CH2:38][CH2:39][O:40][CH3:41])[C:29]2[CH:34]=[CH:33][CH:32]=[CH:31][C:30]=2[CH2:2][CH2:1][CH:3]2[CH2:8][CH2:7][CH2:6][CH2:5][CH2:4]2)[CH2:23]1)(=[O:21])=[O:20]. The yield is 0.820. (3) The reactants are [C:1]([O:5][C:6](=[O:19])[C@@H:7]([N:9]1[C:13]2[CH:14]=[CH:15][CH:16]=[CH:17][C:12]=2[NH:11][C:10]1=[O:18])[CH3:8])([CH3:4])([CH3:3])[CH3:2].[CH3:20][C:21]1[C:29]2[C:28]([CH2:30]O)=[CH:27][S:26][C:25]=2[CH:24]=[CH:23][CH:22]=1.C1(P(C2C=CC=CC=2)C2C=CC=CC=2)C=CC=CC=1.CC(OC(/N=N/C(OC(C)C)=O)=O)C. The catalyst is C(OCC)(=O)C. The product is [C:1]([O:5][C:6](=[O:19])[C@@H:7]([N:9]1[C:13]2[CH:14]=[CH:15][CH:16]=[CH:17][C:12]=2[N:11]([CH2:30][C:28]2[C:29]3[C:21]([CH3:20])=[CH:22][CH:23]=[CH:24][C:25]=3[S:26][CH:27]=2)[C:10]1=[O:18])[CH3:8])([CH3:2])([CH3:3])[CH3:4]. The yield is 0.620. (4) The reactants are [CH3:1][NH:2][CH:3]1[CH2:8][CH2:7][CH2:6][CH:5]([C:9]2[C:17]3[C:12](=[CH:13][CH:14]=[C:15]([N+:18]([O-:20])=[O:19])[CH:16]=3)[NH:11][CH:10]=2)[CH2:4]1.[CH3:21][C:22]([O:25][C:26](O[C:26]([O:25][C:22]([CH3:24])([CH3:23])[CH3:21])=[O:27])=[O:27])([CH3:24])[CH3:23].C(N(CC)CC)C. The catalyst is O1CCOCC1. The product is [CH3:1][N:2]([CH:3]1[CH2:8][CH2:7][CH2:6][CH:5]([C:9]2[C:17]3[C:12](=[CH:13][CH:14]=[C:15]([N+:18]([O-:20])=[O:19])[CH:16]=3)[NH:11][CH:10]=2)[CH2:4]1)[C:26](=[O:27])[O:25][C:22]([CH3:24])([CH3:23])[CH3:21]. The yield is 0.730.